From a dataset of Forward reaction prediction with 1.9M reactions from USPTO patents (1976-2016). Predict the product of the given reaction. (1) Given the reactants FC(F)(F)C(O)=O.[F:8][C:9]1[CH:10]=[C:11]([CH2:33][NH:34][C@@H:35]([CH3:43])[C:36]([O:38]C(C)(C)C)=[O:37])[CH:12]=[CH:13][C:14]=1[C:15]1[S:16][C:17]2[C:22]([N:23]=1)=[CH:21][CH:20]=[C:19]([C:24]1([C:27]3[CH:32]=[CH:31][CH:30]=[CH:29][CH:28]=3)[CH2:26][CH2:25]1)[N:18]=2, predict the reaction product. The product is: [F:8][C:9]1[CH:10]=[C:11]([CH2:33][NH:34][C@@H:35]([CH3:43])[C:36]([OH:38])=[O:37])[CH:12]=[CH:13][C:14]=1[C:15]1[S:16][C:17]2[C:22]([N:23]=1)=[CH:21][CH:20]=[C:19]([C:24]1([C:27]3[CH:32]=[CH:31][CH:30]=[CH:29][CH:28]=3)[CH2:25][CH2:26]1)[N:18]=2. (2) Given the reactants [Cl:1][C:2]1[CH:7]=[C:6]([CH2:8][NH:9][C:10]([C@@H:12]2[CH2:16][C@@H:15]([F:17])[CH2:14][N:13]2C(OC(C)(C)C)=O)=[O:11])[CH:5]=[C:4]([C:25]2[CH:26]=[N:27][C:28]([C:31]([F:34])([F:33])[F:32])=[CH:29][CH:30]=2)[N:3]=1.Cl, predict the reaction product. The product is: [ClH:1].[Cl:1][C:2]1[N:3]=[C:4]([C:25]2[CH:26]=[N:27][C:28]([C:31]([F:34])([F:32])[F:33])=[CH:29][CH:30]=2)[CH:5]=[C:6]([CH2:8][NH:9][C:10]([C@@H:12]2[CH2:16][C@@H:15]([F:17])[CH2:14][NH:13]2)=[O:11])[CH:7]=1.